Predict which catalyst facilitates the given reaction. From a dataset of Catalyst prediction with 721,799 reactions and 888 catalyst types from USPTO. (1) Reactant: Cl[C:2]1[CH:7]=[CH:6][N:5]=[C:4]2[S:8][CH:9]=[C:10]([C:11]3[CH:16]=[CH:15][CH:14]=[C:13]([O:17][CH3:18])[CH:12]=3)[C:3]=12.[Cl:19][C:20]1[CH:21]=[C:22]([S:26]([NH2:29])(=[O:28])=[O:27])[CH:23]=[CH:24][CH:25]=1.CC1(C)C2C(=C(P(C3C=CC=CC=3)C3C=CC=CC=3)C=CC=2)OC2C(P(C3C=CC=CC=3)C3C=CC=CC=3)=CC=CC1=2.C([O-])([O-])=O.[Cs+].[Cs+]. Product: [Cl:19][C:20]1[CH:21]=[C:22]([S:26]([NH:29][C:2]2[CH:7]=[CH:6][N:5]=[C:4]3[S:8][CH:9]=[C:10]([C:11]4[CH:16]=[CH:15][CH:14]=[C:13]([O:17][CH3:18])[CH:12]=4)[C:3]=23)(=[O:27])=[O:28])[CH:23]=[CH:24][CH:25]=1. The catalyst class is: 160. (2) Reactant: [H-].[Na+].[CH2:3]([O:5][P:6]([CH2:11][C:12]([O:14][CH2:15][CH3:16])=[O:13])([O:8][CH2:9][CH3:10])=[O:7])[CH3:4].Br[CH2:18][CH2:19][CH:20]=[CH2:21]. Product: [CH2:9]([O:8][P:6]([CH:11]([CH2:21][CH2:20][CH:19]=[CH2:18])[C:12]([O:14][CH2:15][CH3:16])=[O:13])([O:5][CH2:3][CH3:4])=[O:7])[CH3:10]. The catalyst class is: 7. (3) Reactant: [OH:1][C:2]1[NH:3][C:4]2[C:9]([C:10]=1[C:11]1[CH:16]=[CH:15][C:14]([CH2:17][N:18]3[CH2:23][CH2:22][O:21][CH2:20][CH2:19]3)=[CH:13][N:12]=1)=[CH:8][C:7]([C:24]([O:26]C)=O)=[CH:6][CH:5]=2.[ClH:28].[NH2:29][CH2:30][CH2:31][S:32]([NH2:35])(=[O:34])=[O:33].C[Al](C)C. Product: [ClH:28].[NH2:35][S:32]([CH2:31][CH2:30][NH:29][C:24]([C:7]1[CH:8]=[C:9]2[C:4](=[CH:5][CH:6]=1)[NH:3][C:2]([OH:1])=[C:10]2[C:11]1[CH:16]=[CH:15][C:14]([CH2:17][N:18]2[CH2:19][CH2:20][O:21][CH2:22][CH2:23]2)=[CH:13][N:12]=1)=[O:26])(=[O:34])=[O:33]. The catalyst class is: 662. (4) Reactant: Cl[C:2]1[C:3]2[C:10]([C:11]3[CH:16]=[CH:15][C:14]([O:17][CH3:18])=[CH:13][CH:12]=3)=[C:9]([C:19]3[CH:24]=[CH:23][CH:22]=[CH:21][CH:20]=3)[O:8][C:4]=2[N:5]=[CH:6][N:7]=1.CCN(C(C)C)C(C)C.[NH2:34][CH2:35][CH2:36][CH2:37][OH:38]. Product: [CH3:18][O:17][C:14]1[CH:15]=[CH:16][C:11]([C:10]2[C:3]3[C:2]([NH:34][CH2:35][CH2:36][CH2:37][OH:38])=[N:7][CH:6]=[N:5][C:4]=3[O:8][C:9]=2[C:19]2[CH:24]=[CH:23][CH:22]=[CH:21][CH:20]=2)=[CH:12][CH:13]=1. The catalyst class is: 39. (5) Reactant: [CH3:1][O:2][C:3]1[CH:8]=[CH:7][CH:6]=[CH:5][C:4]=1[O:9][C:10](=[CH2:15])[C:11]([O:13]C)=[O:12].O.[OH-].[Li+]. Product: [CH3:1][O:2][C:3]1[CH:8]=[CH:7][CH:6]=[CH:5][C:4]=1[O:9][C:10](=[CH2:15])[C:11]([OH:13])=[O:12]. The catalyst class is: 20. (6) Reactant: [Br:1][C:2]1[CH:7]=[CH:6][C:5]([NH2:8])=[C:4]([N+:9]([O-:11])=[O:10])[CH:3]=1.C1C(=O)N([Cl:19])C(=O)C1.CCOC(C)=O. Product: [Br:1][C:2]1[CH:3]=[C:4]([N+:9]([O-:11])=[O:10])[C:5]([NH2:8])=[C:6]([Cl:19])[CH:7]=1. The catalyst class is: 3. (7) Reactant: Cl.Cl.[NH:3]1[CH2:8][CH2:7][CH:6](/[CH:9]=[C:10]2/[C:11]([NH:16][CH2:17][C:18]#[CH:19])=[N:12][C:13](=[O:15])[S:14]/2)[CH2:5][CH2:4]1.[Cl:20][C:21]1[CH:28]=[CH:27][C:24]([CH:25]=O)=[C:23]([C:29]([F:32])([F:31])[F:30])[CH:22]=1.C(N(CC)CC)C.C(O[BH-](OC(=O)C)OC(=O)C)(=O)C.[Na+]. Product: [Cl:20][C:21]1[CH:28]=[CH:27][C:24]([CH2:25][N:3]2[CH2:8][CH2:7][CH:6](/[CH:9]=[C:10]3/[C:11]([NH:16][CH2:17][C:18]#[CH:19])=[N:12][C:13](=[O:15])[S:14]/3)[CH2:5][CH2:4]2)=[C:23]([C:29]([F:30])([F:31])[F:32])[CH:22]=1. The catalyst class is: 18. (8) Reactant: [F:1][C:2]([F:32])([F:31])[C:3]1[CH:26]=[C:25]([C:27]([F:30])([F:29])[F:28])[CH:24]=[CH:23][C:4]=1[CH2:5][N:6]1[CH2:11][CH2:10][CH:9](/[CH:12]=[C:13]2/[C:14]([NH:19][CH2:20][C:21]#[CH:22])=[N:15][C:16](=[O:18])[S:17]/2)[CH2:8][CH2:7]1.[C:33]([OH:45])(=[O:44])[CH2:34][C:35]([CH2:40][C:41]([OH:43])=[O:42])([C:37]([OH:39])=[O:38])[OH:36]. Product: [C:33]([OH:45])(=[O:44])[CH2:34][C:35]([CH2:40][C:41]([OH:43])=[O:42])([C:37]([OH:39])=[O:38])[OH:36].[F:32][C:2]([F:1])([F:31])[C:3]1[CH:26]=[C:25]([C:27]([F:29])([F:30])[F:28])[CH:24]=[CH:23][C:4]=1[CH2:5][N:6]1[CH2:7][CH2:8][CH:9](/[CH:12]=[C:13]2/[C:14]([NH:19][CH2:20][C:21]#[CH:22])=[N:15][C:16](=[O:18])[S:17]/2)[CH2:10][CH2:11]1. The catalyst class is: 8. (9) Reactant: [N:1]1[CH:6]=[C:5]([C:7]([OH:9])=O)[CH:4]=[N:3][CH:2]=1.CN(C(ON1N=NC2C=CC=NC1=2)=[N+](C)C)C.F[P-](F)(F)(F)(F)F.CN1CCOCC1.[N:41]1([S:47]([CH2:50][CH2:51][CH2:52][O:53][C:54]2[CH:55]=[CH:56][C:57]3[C:58]4[N:59]([CH2:65][CH2:66][N:67]=4)[C:60]([NH2:64])=[N:61][C:62]=3[CH:63]=2)(=[O:49])=[O:48])[CH2:46][CH2:45][O:44][CH2:43][CH2:42]1. The catalyst class is: 31. Product: [N:41]1([S:47]([CH2:50][CH2:51][CH2:52][O:53][C:54]2[CH:55]=[CH:56][C:57]3[C:58]4[N:59]([CH2:65][CH2:66][N:67]=4)[C:60]([NH:64][C:7]([C:5]4[CH:4]=[N:3][CH:2]=[N:1][CH:6]=4)=[O:9])=[N:61][C:62]=3[CH:63]=2)(=[O:48])=[O:49])[CH2:46][CH2:45][O:44][CH2:43][CH2:42]1.